From a dataset of Reaction yield outcomes from USPTO patents with 853,638 reactions. Predict the reaction yield, written as a fraction of the theoretical maximum amount of product (1.0 means a 100% yield; for example, 0.34 means a 34% yield). The reactants are I[C:2]1[CH:3]=[CH:4][C:5]2[N:6]([CH:8]=[C:9]([NH:11][C:12]([CH:14]3[CH2:16][CH2:15]3)=[O:13])[N:10]=2)[N:7]=1.[NH:17]1[C:25]2[C:20](=[CH:21][CH:22]=[C:23]([OH:26])[CH:24]=2)[CH:19]=[CH:18]1.C(=O)([O-])[O-].[K+].[K+]. The catalyst is CN(C)C=O. The product is [NH:17]1[C:25]2[C:20](=[CH:21][CH:22]=[C:23]([O:26][C:2]3[CH:3]=[CH:4][C:5]4[N:6]([CH:8]=[C:9]([NH:11][C:12]([CH:14]5[CH2:16][CH2:15]5)=[O:13])[N:10]=4)[N:7]=3)[CH:24]=2)[CH:19]=[CH:18]1. The yield is 0.100.